This data is from Catalyst prediction with 721,799 reactions and 888 catalyst types from USPTO. The task is: Predict which catalyst facilitates the given reaction. (1) Reactant: [CH3:1][S:2]([CH2:5][CH2:6][OH:7])(=[O:4])=[O:3].ClCCl.[CH3:11][S:12](Cl)(=[O:14])=[O:13].C(N(CC)C(C)C)(C)C. Product: [S:12]([O:7][CH2:6][CH2:5][S:2]([CH3:1])(=[O:4])=[O:3])(=[O:14])(=[O:13])[CH3:11]. The catalyst class is: 6. (2) Reactant: [CH3:1][O:2][C:3]1[CH:40]=[CH:39][C:6]([CH2:7][N:8]2[C:12]3=[N:13][CH:14]=[CH:15][C:16]([O:17][C:18]4[CH:23]=[CH:22][C:21]([NH2:24])=[CH:20][C:19]=4[F:25])=[C:11]3[C:10]([C:26]3[CH2:31][CH2:30][N:29]([C:32]([O:34][C:35]([CH3:38])([CH3:37])[CH3:36])=[O:33])[CH2:28][CH:27]=3)=[N:9]2)=[CH:5][CH:4]=1.CC1C=CC(S(NN)(=O)=O)=CC=1. The catalyst class is: 11. Product: [NH2:24][C:21]1[CH:22]=[CH:23][C:18]([O:17][C:16]2[CH:15]=[CH:14][N:13]=[C:12]3[N:8]([CH2:7][C:6]4[CH:5]=[CH:4][C:3]([O:2][CH3:1])=[CH:40][CH:39]=4)[N:9]=[C:10]([CH:26]4[CH2:27][CH2:28][N:29]([C:32]([O:34][C:35]([CH3:37])([CH3:36])[CH3:38])=[O:33])[CH2:30][CH2:31]4)[C:11]=23)=[C:19]([F:25])[CH:20]=1. (3) Reactant: N(C(OCC)=O)=NC(OCC)=O.[C:13]([O:17][C:18]([NH:20][C:21]1[C:22]([Cl:43])=[C:23]([CH:29]([OH:42])[CH2:30][N:31]([CH2:39][CH2:40]O)[C:32](=[O:38])[O:33][C:34]([CH3:37])([CH3:36])[CH3:35])[CH:24]=[C:25]([C:27]#[N:28])[CH:26]=1)=[O:19])([CH3:16])([CH3:15])[CH3:14].C1(P(C2C=CC=CC=2)C2C=CC=CC=2)C=CC=CC=1.O. Product: [C:13]([O:17][C:18]([NH:20][C:21]1[C:22]([Cl:43])=[C:23]([CH:29]2[O:42][CH2:40][CH2:39][N:31]([C:32]([O:33][C:34]([CH3:37])([CH3:35])[CH3:36])=[O:38])[CH2:30]2)[CH:24]=[C:25]([C:27]#[N:28])[CH:26]=1)=[O:19])([CH3:15])([CH3:14])[CH3:16]. The catalyst class is: 11. (4) Reactant: [BH4-].[Li+].C([O:5][C:6]([C:8]1([NH:13][C:14]([CH:16]2[N:21]([C:22](=[O:36])[CH:23]([NH:28][C:29]([O:31][C:32]([CH3:35])([CH3:34])[CH3:33])=[O:30])[C:24]([CH3:27])([CH3:26])[CH3:25])[CH2:20][CH:19]3[CH:17]2[C:18]3([CH3:38])[CH3:37])=[O:15])[CH2:11][CH:10]([CH3:12])[CH2:9]1)=O)C. Product: [C:32]([O:31][C:29](=[O:30])[NH:28][CH:23]([C:22]([N:21]1[CH2:20][CH:19]2[CH:17]([C:18]2([CH3:37])[CH3:38])[CH:16]1[C:14](=[O:15])[NH:13][C:8]1([CH2:6][OH:5])[CH2:9][CH:10]([CH3:12])[CH2:11]1)=[O:36])[C:24]([CH3:27])([CH3:25])[CH3:26])([CH3:33])([CH3:34])[CH3:35]. The catalyst class is: 1. (5) Reactant: [CH3:1][O:2][C:3]([C:5]1[CH:6]=[C:7]([CH:36]=[CH:37][CH:38]=1)[CH2:8][N:9]1[CH2:13][CH:12]([C:14]2[CH:19]=[CH:18][CH:17]=[CH:16][CH:15]=2)[C:11]2([CH2:24][CH2:23][N:22](C(OCC3C=CC=CC=3)=O)[CH2:21][CH2:20]2)[C:10]1=[O:35])=[O:4]. Product: [O:35]=[C:10]1[C:11]2([CH2:24][CH2:23][NH:22][CH2:21][CH2:20]2)[CH:12]([C:14]2[CH:19]=[CH:18][CH:17]=[CH:16][CH:15]=2)[CH2:13][N:9]1[CH2:8][C:7]1[CH:6]=[C:5]([CH:38]=[CH:37][CH:36]=1)[C:3]([O:2][CH3:1])=[O:4]. The catalyst class is: 89. (6) Reactant: Cl[C:2]1[N:7]=[CH:6][N:5]=[C:4]([NH:8][C:9]2[CH:14]=[CH:13][CH:12]=[C:11]([O:15][CH3:16])[CH:10]=2)[CH:3]=1.[CH2:17]([CH2:19][NH2:20])[OH:18].CCN(C(C)C)C(C)C. The catalyst class is: 114. Product: [CH3:16][O:15][C:11]1[CH:10]=[C:9]([NH:8][C:4]2[N:5]=[CH:6][N:7]=[C:2]([NH:20][CH2:19][CH2:17][OH:18])[CH:3]=2)[CH:14]=[CH:13][CH:12]=1. (7) Reactant: [F:1][C:2]([F:11])([F:10])[C:3]1[CH:9]=[CH:8][C:6]([NH2:7])=[CH:5][CH:4]=1.C(N(CC)CC)C.[CH:19](=O)[CH2:20][CH3:21].C(=O)([O-])[O-].[K+].[K+]. Product: [CH:19](=[N:7][C:6]1[CH:8]=[CH:9][C:3]([C:2]([F:10])([F:11])[F:1])=[CH:4][CH:5]=1)[CH2:20][CH3:21]. The catalyst class is: 528.